This data is from Forward reaction prediction with 1.9M reactions from USPTO patents (1976-2016). The task is: Predict the product of the given reaction. (1) Given the reactants Cl[C:2]1[C:7]2[C:8](=[O:32])[N:9]([C:13]3[CH:18]=[CH:17][C:16]([N:19]4[CH2:23][CH2:22][N:21]([CH2:24][C:25]([O:27][CH2:28][CH3:29])=[O:26])[C:20]4=[O:30])=[C:15]([F:31])[CH:14]=3)[CH2:10][CH2:11][O:12][C:6]=2[N:5]=[CH:4][N:3]=1.[NH3:33], predict the reaction product. The product is: [NH2:33][C:2]1[C:7]2[C:8](=[O:32])[N:9]([C:13]3[CH:18]=[CH:17][C:16]([N:19]4[CH2:23][CH2:22][N:21]([CH2:24][C:25]([O:27][CH2:28][CH3:29])=[O:26])[C:20]4=[O:30])=[C:15]([F:31])[CH:14]=3)[CH2:10][CH2:11][O:12][C:6]=2[N:5]=[CH:4][N:3]=1. (2) Given the reactants [CH3:1][C:2]1[CH:7]=[CH:6][C:5]([C:8](=[O:20])[NH:9][C:10]2[CH:15]=[CH:14][CH:13]=[C:12]([C:16]([F:19])([F:18])[F:17])[CH:11]=2)=[CH:4][C:3]=1[NH:21][C:22]([C:24]1[C:28]2[N:29]=[CH:30][N:31]=[C:32](S(C)=O)[C:27]=2[S:26][CH:25]=1)=[O:23].CCN(C(C)C)C(C)C.[CH3:45][O:46][C:47]1[CH:52]=[CH:51][C:50]([NH2:53])=[CH:49][CH:48]=1, predict the reaction product. The product is: [CH3:45][O:46][C:47]1[CH:52]=[CH:51][C:50]([NH:53][C:32]2[C:27]3[S:26][CH:25]=[C:24]([C:22]([NH:21][C:3]4[CH:4]=[C:5]([C:8](=[O:20])[NH:9][C:10]5[CH:15]=[CH:14][CH:13]=[C:12]([C:16]([F:18])([F:19])[F:17])[CH:11]=5)[CH:6]=[CH:7][C:2]=4[CH3:1])=[O:23])[C:28]=3[N:29]=[CH:30][N:31]=2)=[CH:49][CH:48]=1. (3) Given the reactants [Br:1][C:2]1[CH:3]=[C:4]([CH:8]=[CH:9][CH:10]=1)[C:5]([OH:7])=O.[C:11]([NH:14][NH2:15])(=[O:13])[CH3:12].C(Cl)CCl.C1C=CC2N(O)N=NC=2C=1, predict the reaction product. The product is: [C:11]([N:14]([C:5](=[O:7])[C:4]1[CH:8]=[CH:9][CH:10]=[C:2]([Br:1])[CH:3]=1)[NH2:15])(=[O:13])[CH3:12]. (4) The product is: [Cl:1][C:2]1[CH:3]=[CH:4][C:5]([C:8]2[S:9][C:10]([C:14]([NH:46][CH:47]3[CH2:52][CH2:51][CH2:50][N:49]([C:53]4[CH:54]=[C:55]([CH:62]=[CH:63][CH:64]=4)[O:56][CH2:57][C:58]([O:60][CH3:61])=[O:59])[CH2:48]3)=[O:16])=[C:11]([CH3:13])[N:12]=2)=[CH:6][CH:7]=1. Given the reactants [Cl:1][C:2]1[CH:7]=[CH:6][C:5]([C:8]2[S:9][C:10]([C:14]([OH:16])=O)=[C:11]([CH3:13])[N:12]=2)=[CH:4][CH:3]=1.ON1C2C=CC=CC=2N=N1.CN1CCOCC1.Cl.CN(C)CCCN=C=NCC.[NH2:46][CH:47]1[CH2:52][CH2:51][CH2:50][N:49]([C:53]2[CH:54]=[C:55]([CH:62]=[CH:63][CH:64]=2)[O:56][CH2:57][C:58]([O:60][CH3:61])=[O:59])[CH2:48]1, predict the reaction product. (5) The product is: [CH3:1][C:2]1[CH:7]=[C:6]([CH3:8])[CH:5]=[CH:4][C:3]=1[S:9][C:10]1[CH:15]=[CH:14][CH:13]=[CH:12][C:11]=1/[CH:16]=[CH:17]/[C:18]([NH:21][CH:22]([CH3:30])[CH2:23][CH2:24][CH2:25][C:26]([OH:28])([CH3:29])[CH3:27])=[O:20]. Given the reactants [CH3:1][C:2]1[CH:7]=[C:6]([CH3:8])[CH:5]=[CH:4][C:3]=1[S:9][C:10]1[CH:15]=[CH:14][CH:13]=[CH:12][C:11]=1/[CH:16]=[CH:17]/[C:18]([OH:20])=O.[NH2:21][CH:22]([CH3:30])[CH2:23][CH2:24][CH2:25][C:26]([CH3:29])([OH:28])[CH3:27], predict the reaction product. (6) Given the reactants Cl[C:2]1[N:7]=[C:6]([CH3:8])[CH:5]=[CH:4][N:3]=1.[F-].[K+].C1OCCOCCOCCOCCOCCOC1.[C:29]([N:32]1[C:41]2[C:36](=[CH:37][C:38]([C:42]([O:44][CH2:45][CH3:46])=[O:43])=[CH:39][CH:40]=2)[C@H:35]([NH2:47])[C@@H:34]([CH3:48])[C@@H:33]1[CH3:49])(=O)[CH3:30].C(N1[C:62]2[C:57](=C[C:59]([C:63](OCC)=O)=[CH:60][CH:61]=2)[C@H:56](N)[C@@H:55](C)[C@@H:54]1[CH2:70][CH3:71])(=O)C.CCN(C(C)C)[CH:75]([CH3:77])[CH3:76], predict the reaction product. The product is: [CH2:29]([N:32]1[C:41]2[C:36](=[CH:37][C:38]([C:42]([O:44][CH2:45][CH3:46])=[O:43])=[CH:39][CH:40]=2)[C@H:35]([NH:47][C:2]2[N:7]=[C:6]([CH3:8])[CH:5]=[CH:4][N:3]=2)[C@@H:34]([CH3:48])[C@@H:33]1[CH3:49])[CH2:30][CH2:76][CH2:75][CH2:77][CH2:63][CH2:59][CH2:60][CH2:61][CH2:62][CH2:57][CH2:56][CH2:55][CH2:54][CH2:70][CH3:71].